Predict the reaction yield, written as a fraction of the theoretical maximum amount of product (1.0 means a 100% yield; for example, 0.34 means a 34% yield). From a dataset of Reaction yield outcomes from USPTO patents with 853,638 reactions. (1) The reactants are O[CH2:2][CH2:3][N:4]([CH:36]([CH3:38])[CH3:37])[C:5]([C:7]1[C:12]([O:13][CH2:14][C:15]2[CH:20]=[CH:19][CH:18]=[CH:17][CH:16]=2)=[C:11]([OH:21])[N:10]=[C:9]([CH2:22][C:23]2([C:30]3[CH:35]=[CH:34][CH:33]=[CH:32][CH:31]=3)[CH2:28][CH2:27][C:26](=[O:29])[CH2:25][CH2:24]2)[N:8]=1)=[O:6].C1(P(C2C=CC=CC=2)C2C=CC=CC=2)C=CC=CC=1.N(C(OC(C)C)=O)=NC(OC(C)C)=O.CO. The catalyst is ClCCl.C(OCC)(=O)C. The product is [CH2:14]([O:13][C:12]1[C:11](=[O:21])[N:10]=[C:9]([CH2:22][C:23]2([C:30]3[CH:31]=[CH:32][CH:33]=[CH:34][CH:35]=3)[CH2:28][CH2:27][C:26](=[O:29])[CH2:25][CH2:24]2)[N:8]2[CH2:2][CH2:3][N:4]([CH:36]([CH3:38])[CH3:37])[C:5](=[O:6])[C:7]=12)[C:15]1[CH:20]=[CH:19][CH:18]=[CH:17][CH:16]=1. The yield is 0.725. (2) The reactants are I[C:2]1[C:10]2[C:5](=[CH:6][N:7]=[C:8]([C:11]3[CH:12]=[N:13][CH:14]=[CH:15][CH:16]=3)[CH:9]=2)[NH:4][N:3]=1.C([Sn](CCCCC)(CCCCC)[C:22]1[CH:27]=[CH:26][CH:25]=[CH:24][N:23]=1)CCC.[Li+].[Cl-]. The catalyst is [Cu]I.O1CCOCC1. The product is [N:23]1[CH:24]=[CH:25][CH:26]=[CH:27][C:22]=1[C:2]1[C:10]2[C:5](=[CH:6][N:7]=[C:8]([C:11]3[CH:12]=[N:13][CH:14]=[CH:15][CH:16]=3)[CH:9]=2)[NH:4][N:3]=1. The yield is 0.110. (3) The reactants are [OH:1][C:2]1[CH:7]=[C:6]([O:8][CH2:9][C:10]#[CH:11])[CH:5]=[CH:4][C:3]=1[C:12](=[O:15])[CH2:13][CH3:14]. The catalyst is C(N(CC)C1C=CC=CC=1)C. The product is [OH:1][C:2]1[C:3]([C:12](=[O:15])[CH2:13][CH3:14])=[CH:4][CH:5]=[C:6]2[C:7]=1[CH:11]=[CH:10][CH2:9][O:8]2. The yield is 0.450. (4) The reactants are [CH3:1][C:2]1[N:6]([CH2:7][C:8]([OH:10])=O)[N:5]=[C:4]([C:11]([F:14])([F:13])[F:12])[CH:3]=1.C(N(C(C)C)CC)(C)C.C[NH3+].F[P-](F)(F)(F)(F)F.N1(OC(N(C)C)=[N+](C)C)C2N=CC=CC=2N=N1.F[P-](F)(F)(F)(F)F.Cl.[CH2:58]([O:60][C:61](=[O:74])[C:62]1[CH:67]=[CH:66][CH:65]=[C:64]([CH:68]2[CH2:73][CH2:72][NH:71][CH2:70][CH2:69]2)[CH:63]=1)[CH3:59]. The catalyst is CN(C=O)C. The product is [CH2:58]([O:60][C:61](=[O:74])[C:62]1[CH:67]=[CH:66][CH:65]=[C:64]([CH:68]2[CH2:69][CH2:70][N:71]([C:8](=[O:10])[CH2:7][N:6]3[C:2]([CH3:1])=[CH:3][C:4]([C:11]([F:14])([F:13])[F:12])=[N:5]3)[CH2:72][CH2:73]2)[CH:63]=1)[CH3:59]. The yield is 0.495.